Dataset: NCI-60 drug combinations with 297,098 pairs across 59 cell lines. Task: Regression. Given two drug SMILES strings and cell line genomic features, predict the synergy score measuring deviation from expected non-interaction effect. (1) Drug 1: C1=NC2=C(N=C(N=C2N1C3C(C(C(O3)CO)O)F)Cl)N. Drug 2: CC1=C2C(C(=O)C3(C(CC4C(C3C(C(C2(C)C)(CC1OC(=O)C(C(C5=CC=CC=C5)NC(=O)OC(C)(C)C)O)O)OC(=O)C6=CC=CC=C6)(CO4)OC(=O)C)O)C)O. Cell line: OVCAR3. Synergy scores: CSS=-4.51, Synergy_ZIP=4.31, Synergy_Bliss=4.77, Synergy_Loewe=-2.34, Synergy_HSA=-2.24. (2) Drug 1: CS(=O)(=O)C1=CC(=C(C=C1)C(=O)NC2=CC(=C(C=C2)Cl)C3=CC=CC=N3)Cl. Drug 2: C1CC(C1)(C(=O)O)C(=O)O.[NH2-].[NH2-].[Pt+2]. Cell line: SN12C. Synergy scores: CSS=20.0, Synergy_ZIP=-0.412, Synergy_Bliss=0.323, Synergy_Loewe=-2.92, Synergy_HSA=0.328. (3) Drug 1: CN(C)N=NC1=C(NC=N1)C(=O)N. Drug 2: C#CCC(CC1=CN=C2C(=N1)C(=NC(=N2)N)N)C3=CC=C(C=C3)C(=O)NC(CCC(=O)O)C(=O)O. Cell line: U251. Synergy scores: CSS=2.16, Synergy_ZIP=-4.66, Synergy_Bliss=-6.25, Synergy_Loewe=-7.65, Synergy_HSA=-5.03. (4) Drug 1: C1=CC(=CC=C1CCC2=CNC3=C2C(=O)NC(=N3)N)C(=O)NC(CCC(=O)O)C(=O)O. Synergy scores: CSS=23.0, Synergy_ZIP=2.55, Synergy_Bliss=1.51, Synergy_Loewe=-11.8, Synergy_HSA=-0.247. Drug 2: CC1=C(C=C(C=C1)C(=O)NC2=CC(=CC(=C2)C(F)(F)F)N3C=C(N=C3)C)NC4=NC=CC(=N4)C5=CN=CC=C5. Cell line: OVCAR3. (5) Drug 1: CC1C(C(CC(O1)OC2CC(CC3=C2C(=C4C(=C3O)C(=O)C5=C(C4=O)C(=CC=C5)OC)O)(C(=O)C)O)N)O.Cl. Drug 2: C1C(C(OC1N2C=C(C(=O)NC2=O)F)CO)O. Cell line: NCI-H322M. Synergy scores: CSS=17.6, Synergy_ZIP=4.40, Synergy_Bliss=5.75, Synergy_Loewe=0.525, Synergy_HSA=3.64. (6) Drug 2: CCC1(C2=C(COC1=O)C(=O)N3CC4=CC5=C(C=CC(=C5CN(C)C)O)N=C4C3=C2)O. Synergy scores: CSS=69.3, Synergy_ZIP=1.81, Synergy_Bliss=0.584, Synergy_Loewe=-2.56, Synergy_HSA=1.86. Cell line: HCT116. Drug 1: B(C(CC(C)C)NC(=O)C(CC1=CC=CC=C1)NC(=O)C2=NC=CN=C2)(O)O. (7) Drug 1: CC1=C(N=C(N=C1N)C(CC(=O)N)NCC(C(=O)N)N)C(=O)NC(C(C2=CN=CN2)OC3C(C(C(C(O3)CO)O)O)OC4C(C(C(C(O4)CO)O)OC(=O)N)O)C(=O)NC(C)C(C(C)C(=O)NC(C(C)O)C(=O)NCCC5=NC(=CS5)C6=NC(=CS6)C(=O)NCCC[S+](C)C)O. Drug 2: CCC1(C2=C(COC1=O)C(=O)N3CC4=CC5=C(C=CC(=C5CN(C)C)O)N=C4C3=C2)O.Cl. Cell line: M14. Synergy scores: CSS=42.6, Synergy_ZIP=-0.445, Synergy_Bliss=3.60, Synergy_Loewe=4.18, Synergy_HSA=6.59. (8) Drug 1: CS(=O)(=O)C1=CC(=C(C=C1)C(=O)NC2=CC(=C(C=C2)Cl)C3=CC=CC=N3)Cl. Drug 2: CS(=O)(=O)OCCCCOS(=O)(=O)C. Cell line: OVCAR-4. Synergy scores: CSS=2.42, Synergy_ZIP=-1.45, Synergy_Bliss=-2.93, Synergy_Loewe=-5.30, Synergy_HSA=-4.12. (9) Drug 1: COCCOC1=C(C=C2C(=C1)C(=NC=N2)NC3=CC=CC(=C3)C#C)OCCOC.Cl. Drug 2: CC1C(C(CC(O1)OC2CC(CC3=C2C(=C4C(=C3O)C(=O)C5=C(C4=O)C(=CC=C5)OC)O)(C(=O)CO)O)N)O.Cl. Cell line: KM12. Synergy scores: CSS=39.5, Synergy_ZIP=0.959, Synergy_Bliss=1.12, Synergy_Loewe=-14.7, Synergy_HSA=2.99.